Dataset: Catalyst prediction with 721,799 reactions and 888 catalyst types from USPTO. Task: Predict which catalyst facilitates the given reaction. (1) Reactant: [O-:1][CH2:2][CH3:3].[Na+].[F:5][C:6]([F:16])([F:15])[C:7]1[N:12]=[C:11]([C:13]#[N:14])[CH:10]=[CH:9][CH:8]=1. Product: [F:16][C:6]([F:15])([F:5])[C:7]1[N:12]=[C:11]([C:13](=[NH:14])[O:1][CH2:2][CH3:3])[CH:10]=[CH:9][CH:8]=1. The catalyst class is: 8. (2) Reactant: [CH:1]([C:4]1[CH:9]=[C:8]([C:10]([F:13])([F:12])[F:11])[CH:7]=[CH:6][C:5]=1[C:14]1[O:15][CH2:16][C:17]([CH3:20])([CH3:19])[N:18]=1)([CH3:3])[CH3:2].[I:21][CH3:22]. Product: [I-:21].[CH:1]([C:4]1[CH:9]=[C:8]([C:10]([F:12])([F:13])[F:11])[CH:7]=[CH:6][C:5]=1[C:14]1[O:15][CH2:16][C:17]([CH3:20])([CH3:19])[N+:18]=1[CH3:22])([CH3:3])[CH3:2]. The catalyst class is: 21. (3) Reactant: F[C:2]1[CH:9]=[C:8]([N:10]2[C:18]3[CH2:17][C:16]([CH3:20])([CH3:19])[CH2:15][C:14](=[O:21])[C:13]=3[C:12]([CH3:22])=[N:11]2)[CH:7]=[CH:6][C:3]=1[C:4]#[N:5].[CH2:23]([O:30][C@H:31]1[CH2:35][CH2:34][CH2:33][C@@H:32]1[NH2:36])[C:24]1[CH:29]=[CH:28][CH:27]=[CH:26][CH:25]=1.CCN(C(C)C)C(C)C. Product: [CH2:23]([O:30][C@H:31]1[CH2:35][CH2:34][CH2:33][C@@H:32]1[NH:36][C:2]1[CH:9]=[C:8]([N:10]2[C:18]3[CH2:17][C:16]([CH3:20])([CH3:19])[CH2:15][C:14](=[O:21])[C:13]=3[C:12]([CH3:22])=[N:11]2)[CH:7]=[CH:6][C:3]=1[C:4]#[N:5])[C:24]1[CH:29]=[CH:28][CH:27]=[CH:26][CH:25]=1. The catalyst class is: 197. (4) Reactant: [NH2:1][C@H:2]([C:6]([OH:8])=[O:7])[CH:3]([CH3:5])[CH3:4].[OH-].[Na+].[C:11]1([CH2:17][CH2:18][C:19](Cl)=[O:20])[CH:16]=[CH:15][CH:14]=[CH:13][CH:12]=1. Product: [C:11]1([CH2:17][CH2:18][C:19]([NH:1][C@H:2]([C:6]([OH:8])=[O:7])[CH:3]([CH3:5])[CH3:4])=[O:20])[CH:16]=[CH:15][CH:14]=[CH:13][CH:12]=1. The catalyst class is: 28. (5) Reactant: [F:1][C:2]1[CH:7]=[CH:6][C:5]([C@@H:8]2[CH2:10][C@H:9]2[C:11]([O:13]CC)=[O:12])=[CH:4][CH:3]=1.[OH-].[K+].O. Product: [F:1][C:2]1[CH:3]=[CH:4][C:5]([C@@H:8]2[CH2:10][C@H:9]2[C:11]([OH:13])=[O:12])=[CH:6][CH:7]=1. The catalyst class is: 5. (6) Reactant: [CH:1]([C:3]1[N:8]=[N:7][C:6]2[O:9][CH:10]([CH2:13][OH:14])[CH2:11][O:12][C:5]=2[CH:4]=1)=C.I([O-])(=O)(=O)=[O:16].[Na+]. Product: [OH:14][CH2:13][CH:10]1[O:9][C:6]2[N:7]=[N:8][C:3]([CH:1]=[O:16])=[CH:4][C:5]=2[O:12][CH2:11]1. The catalyst class is: 785. (7) The catalyst class is: 3. Reactant: CCN=C=NCCCN(C)C.Cl.[C:13]([NH:16][C:17]1[CH:22]=[C:21]([Cl:23])[C:20]([F:24])=[CH:19][C:18]=1/[CH:25]=[CH:26]/[C:27]([OH:29])=O)(=[O:15])[CH3:14].[F:30][C:31]1[CH:47]=[CH:46][C:34]([CH2:35][N:36]2[CH2:43][CH:42]3[NH:44][CH:38]([CH2:39]N(C)[CH2:41]3)[CH2:37]2)=[CH:33][CH:32]=1. Product: [Cl:23][C:21]1[C:20]([F:24])=[CH:19][C:18](/[CH:25]=[CH:26]/[C:27]([N:44]2[CH:38]3[CH2:39][CH2:41][CH:42]2[CH2:43][N:36]([CH2:35][C:34]2[CH:33]=[CH:32][C:31]([F:30])=[CH:47][CH:46]=2)[CH2:37]3)=[O:29])=[C:17]([NH:16][C:13](=[O:15])[CH3:14])[CH:22]=1. (8) Reactant: [CH:1]1[CH:6]=[CH:5][CH:4]=[CH:3][CH:2]=1.[Cl:7][CH2:8][C:9](Cl)=[O:10].[Cl-].[Al+3].[Cl-].[Cl-]. Product: [Cl:7][CH2:8][C:9]([C:1]1[CH:6]=[CH:5][CH:4]=[CH:3][CH:2]=1)=[O:10]. The catalyst class is: 4. (9) Reactant: [C@H:1]12[CH2:24][C@H:4]([N:5]([C:7]3[N:12]=[C:11](S(C)(=O)=O)[N:10]=[C:9]([C:17]4[CH:18]=[N:19][C:20]([NH2:23])=[N:21][CH:22]=4)[CH:8]=3)[CH2:6]1)[CH2:3][O:2]2.C(=O)([O-])[O-].[K+].[K+].Cl.[CH:32]12[CH2:37][CH:35]([CH2:36]1)[CH2:34][NH:33]2. Product: [CH:32]12[CH2:37][CH:35]([CH2:36]1)[CH2:34][N:33]2[C:11]1[N:10]=[C:9]([C:17]2[CH:18]=[N:19][C:20]([NH2:23])=[N:21][CH:22]=2)[CH:8]=[C:7]([N:5]2[CH2:6][C@@H:1]3[CH2:24][C@H:4]2[CH2:3][O:2]3)[N:12]=1. The catalyst class is: 16. (10) Reactant: [F:1][C:2]1[CH:7]=[C:6]([I:8])[CH:5]=[CH:4][C:3]=1[NH:9][C:10]1[CH:22]=[N:21][CH:20]=[CH:19][C:11]=1[C:12]([NH:14][NH:15][C:16](=[S:18])[NH2:17])=O.C1(P(C2C=CC=CC=2)C2C=CC=CC=2)C=CC=CC=1.BrC(Br)(Br)Br.C(Br)(Br)(Br)Br.C(N(CC)CC)C. Product: [NH2:17][C:16]1[S:18][C:12]([C:11]2[CH:19]=[CH:20][N:21]=[CH:22][C:10]=2[NH:9][C:3]2[CH:4]=[CH:5][C:6]([I:8])=[CH:7][C:2]=2[F:1])=[N:14][N:15]=1. The catalyst class is: 3.